This data is from Forward reaction prediction with 1.9M reactions from USPTO patents (1976-2016). The task is: Predict the product of the given reaction. (1) Given the reactants [O:1]=[C:2]1[CH2:11][CH2:10][C:9]2[C:4](=[CH:5][C:6]([C:12]([O:14]CC)=[O:13])=[CH:7][CH:8]=2)[NH:3]1.[OH-].[Na+].Cl, predict the reaction product. The product is: [O:1]=[C:2]1[CH2:11][CH2:10][C:9]2[C:4](=[CH:5][C:6]([C:12]([OH:14])=[O:13])=[CH:7][CH:8]=2)[NH:3]1. (2) Given the reactants Br[C:2]1[CH:6]=[C:5]([C:7]#[C:8][C:9]([CH3:12])([CH3:11])[CH3:10])[S:4][C:3]=1[C:13]([O:15][CH3:16])=[O:14].[NH2:17][C@@H:18]([C@@H:26]([O:28][CH3:29])[CH3:27])[C:19]([O:21][C:22]([CH3:25])([CH3:24])[CH3:23])=[O:20].C1C=CC(P(C2C(C3C(P(C4C=CC=CC=4)C4C=CC=CC=4)=CC=C4C=3C=CC=C4)=C3C(C=CC=C3)=CC=2)C2C=CC=CC=2)=CC=1.C(=O)([O-])[O-].[Cs+].[Cs+], predict the reaction product. The product is: [C:22]([O:21][C:19](=[O:20])[C@@H:18]([NH:17][C:2]1[CH:6]=[C:5]([C:7]#[C:8][C:9]([CH3:12])([CH3:11])[CH3:10])[S:4][C:3]=1[C:13]([O:15][CH3:16])=[O:14])[C@@H:26]([O:28][CH3:29])[CH3:27])([CH3:24])([CH3:23])[CH3:25]. (3) Given the reactants Cl[C:2]1[N:3]=[N:4][C:5]([C:8]2[CH:13]=[CH:12][N:11]=[CH:10][CH:9]=2)=[CH:6][CH:7]=1.[N:14]1([CH:20]2[CH2:25][CH2:24][NH:23][CH2:22][CH2:21]2)[CH2:19][CH2:18][CH2:17][CH2:16][CH2:15]1, predict the reaction product. The product is: [N:11]1[CH:12]=[CH:13][C:8]([C:5]2[N:4]=[N:3][C:2]([N:23]3[CH2:24][CH2:25][CH:20]([N:14]4[CH2:19][CH2:18][CH2:17][CH2:16][CH2:15]4)[CH2:21][CH2:22]3)=[CH:7][CH:6]=2)=[CH:9][CH:10]=1. (4) Given the reactants [Cl:1][C:2]1[CH:3]=[CH:4][C:5]2[N:9]=[C:8]([S:10][CH2:11][C:12]3[CH:17]=[CH:16][C:15]([Cl:18])=[CH:14][CH:13]=3)[N:7]([C:19]3[CH:24]=[CH:23][C:22]([CH2:25][OH:26])=[CH:21][CH:20]=3)[C:6]=2[CH:27]=1, predict the reaction product. The product is: [Cl:1][C:2]1[CH:3]=[CH:4][C:5]2[N:9]=[C:8]([S:10][CH2:11][C:12]3[CH:13]=[CH:14][C:15]([Cl:18])=[CH:16][CH:17]=3)[N:7]([C:19]3[CH:24]=[CH:23][C:22]([CH:25]=[O:26])=[CH:21][CH:20]=3)[C:6]=2[CH:27]=1. (5) The product is: [Cl:37][C:38]1[CH:43]=[CH:42][CH:41]=[CH:40][C:39]=1[C:2]1[CH:36]=[CH:35][CH:34]=[C:4]([CH2:5][N:6]([C@@H:24]2[C:33]3[C:28](=[CH:29][CH:30]=[CH:31][CH:32]=3)[CH2:27][CH2:26][CH2:25]2)[C:7]([C:9]2[CH:14]=[C:13]([C:15]([OH:17])=[O:16])[C:12]([C:18]([OH:20])=[O:19])=[CH:11][C:10]=2[C:21]([OH:23])=[O:22])=[O:8])[CH:3]=1. Given the reactants Br[C:2]1[CH:3]=[C:4]([CH:34]=[CH:35][CH:36]=1)[CH2:5][N:6]([C@@H:24]1[C:33]2[C:28](=[CH:29][CH:30]=[CH:31][CH:32]=2)[CH2:27][CH2:26][CH2:25]1)[C:7]([C:9]1[CH:14]=[C:13]([C:15]([OH:17])=[O:16])[C:12]([C:18]([OH:20])=[O:19])=[CH:11][C:10]=1[C:21]([OH:23])=[O:22])=[O:8].[Cl:37][C:38]1[CH:43]=[CH:42][CH:41]=[CH:40][C:39]=1B(O)O, predict the reaction product. (6) Given the reactants [N:1]1([NH:10][C:11](=[O:19])OC2C=CC=CC=2)[C:9]2[C:4](=[CH:5][CH:6]=[CH:7][CH:8]=2)[CH:3]=[CH:2]1.[NH2:20][N:21]1[CH:26]=[CH:25][CH:24]=[CH:23][NH:22]1.NC(N)=O, predict the reaction product. The product is: [N:1]1([NH:10][C:11]([NH:20][N:21]2[CH:26]=[CH:25][CH:24]=[CH:23][NH:22]2)=[O:19])[C:9]2[C:4](=[CH:5][CH:6]=[CH:7][CH:8]=2)[CH:3]=[CH:2]1.